From a dataset of Forward reaction prediction with 1.9M reactions from USPTO patents (1976-2016). Predict the product of the given reaction. (1) The product is: [C:1]([C:3]1[CH:4]=[CH:5][C:6]([C:9]([C:11]2[N:15]([CH:16]([CH3:18])[CH3:17])[CH:14]=[N:13][CH:12]=2)=[O:10])=[CH:7][CH:8]=1)#[CH:2]. Given the reactants [C:1]([C:3]1[CH:8]=[CH:7][C:6]([CH:9]([C:11]2[N:15]([CH:16]([CH3:18])[CH3:17])[CH:14]=[N:13][CH:12]=2)[OH:10])=[CH:5][CH:4]=1)#[CH:2], predict the reaction product. (2) Given the reactants Cl[C:2]1[C:7]([CH:8]2[O:12][CH2:11][CH2:10][O:9]2)=[C:6]([Cl:13])[N:5]=[CH:4][N:3]=1.[F:14][C:15]([F:25])([F:24])[C:16]1[CH:23]=[CH:22][C:19]([CH2:20][OH:21])=[CH:18][CH:17]=1.[H-].[Na+], predict the reaction product. The product is: [Cl:13][C:6]1[N:5]=[CH:4][N:3]=[C:2]([O:21][CH2:20][C:19]2[CH:18]=[CH:17][C:16]([C:15]([F:14])([F:24])[F:25])=[CH:23][CH:22]=2)[C:7]=1[CH:8]1[O:12][CH2:11][CH2:10][O:9]1. (3) Given the reactants [N+:1]([C:4]1[CH:5]=[C:6]([C:14]2[CH:19]=[CH:18][C:17]([C:20]([F:23])([F:22])[F:21])=[CH:16][CH:15]=2)[CH:7]=[CH:8][C:9]=1[NH:10][C:11]([NH2:13])=[O:12])([O-])=O.[H][H], predict the reaction product. The product is: [NH2:1][C:4]1[CH:5]=[C:6]([C:14]2[CH:19]=[CH:18][C:17]([C:20]([F:21])([F:22])[F:23])=[CH:16][CH:15]=2)[CH:7]=[CH:8][C:9]=1[NH:10][C:11]([NH2:13])=[O:12].